This data is from Forward reaction prediction with 1.9M reactions from USPTO patents (1976-2016). The task is: Predict the product of the given reaction. (1) Given the reactants Cl[C:2]1[N:7]=[CH:6][N:5]=[C:4]2[C:8]3[C:9](=[N:11][C:12]([N:21]4[CH2:25][CH2:24][CH2:23][CH2:22]4)=[C:13]4[CH2:18][O:17][C:16]([CH3:20])([CH3:19])[CH2:15][C:14]=34)[S:10][C:3]=12.[CH3:26][O:27][C:28]1[C:35]([O:36][CH3:37])=[CH:34][CH:33]=[CH:32][C:29]=1[CH2:30][NH2:31], predict the reaction product. The product is: [CH3:26][O:27][C:28]1[C:35]([O:36][CH3:37])=[CH:34][CH:33]=[CH:32][C:29]=1[CH2:30][NH:31][C:2]1[N:7]=[CH:6][N:5]=[C:4]2[C:8]3[C:9](=[N:11][C:12]([N:21]4[CH2:25][CH2:24][CH2:23][CH2:22]4)=[C:13]4[CH2:18][O:17][C:16]([CH3:20])([CH3:19])[CH2:15][C:14]=34)[S:10][C:3]=12. (2) Given the reactants C(OC([N:8]1[CH2:14][CH2:13][C:12]2[C:15]([S:20]C(=O)N(C)C)=[C:16]([Cl:19])[CH:17]=[CH:18][C:11]=2[CH2:10][CH2:9]1)=O)(C)(C)C.CS(O[CH:31]([C:36]1[CH:41]=[CH:40][CH:39]=[CH:38][N:37]=1)[C:32]([F:35])([F:34])[F:33])(=O)=O, predict the reaction product. The product is: [ClH:19].[Cl:19][C:16]1[CH:17]=[CH:18][C:11]2[CH2:10][CH2:9][NH:8][CH2:14][CH2:13][C:12]=2[C:15]=1[S:20][CH:31]([C:36]1[CH:41]=[CH:40][CH:39]=[CH:38][N:37]=1)[C:32]([F:33])([F:34])[F:35]. (3) Given the reactants [Br:1][CH2:2][C:3](=[O:8])[C:4]([F:7])([F:6])[F:5].[NH2:9][C:10]1[CH:15]=[CH:14][C:13]([Br:16])=[C:12]([CH3:17])[N:11]=1, predict the reaction product. The product is: [BrH:1].[Br:16][C:13]1[CH:14]=[CH:15][C:10]2[N:11]([CH2:2][C:3]([C:4]([F:7])([F:6])[F:5])([OH:8])[N:9]=2)[C:12]=1[CH3:17]. (4) Given the reactants [NH2:1][C:2]1[C:3]([F:24])=[C:4]2[C:8](=[CH:9][C:10]=1[F:11])[C:7](=O)[C:6]([CH2:20][CH2:21][CH2:22][CH3:23])([CH2:13][CH2:14][C:15](=[O:19])[CH2:16][CH2:17][CH3:18])[CH2:5]2.C(O)(=O)C.Cl.C([O-])([O-])=O.[Na+].[Na+], predict the reaction product. The product is: [NH2:1][C:2]1[C:3]([F:24])=[C:4]2[C:8]([C:7]3[C:6]([CH2:20][CH2:21][CH2:22][CH3:23])([CH2:5]2)[CH2:13][CH2:14][C:15](=[O:19])[C:16]=3[CH2:17][CH3:18])=[CH:9][C:10]=1[F:11].